From a dataset of Catalyst prediction with 721,799 reactions and 888 catalyst types from USPTO. Predict which catalyst facilitates the given reaction. (1) The catalyst class is: 81. Product: [Br:1][C:2]1[CH:15]=[CH:14][CH:13]=[CH:12][C:3]=1[O:4][C:5]1[N:6]=[CH:7][C:8]([NH:11][C:17]2[C:26]3[C:21](=[CH:22][CH:23]=[CH:24][CH:25]=3)[C:20]([C:27]3[CH:32]=[CH:31][CH:30]=[CH:29][CH:28]=3)=[N:19][N:18]=2)=[CH:9][N:10]=1. Reactant: [Br:1][C:2]1[CH:15]=[CH:14][CH:13]=[CH:12][C:3]=1[O:4][C:5]1[N:10]=[CH:9][C:8]([NH2:11])=[CH:7][N:6]=1.Cl[C:17]1[C:26]2[C:21](=[CH:22][CH:23]=[CH:24][CH:25]=2)[C:20]([C:27]2[CH:32]=[CH:31][CH:30]=[CH:29][CH:28]=2)=[N:19][N:18]=1.CC(O)CC.C1C2C(=CC=CC=2)C=NN=1. (2) Reactant: [Cl:1][C:2]1[S:6][C:5]([C:7]([NH:9][CH2:10][C:11]2[N:12]=[N:13][N:14]([C:16]3[CH:21]=[CH:20][C:19]([N:22]4[CH:27]=[CH:26][CH:25]=[CH:24][C:23]4=[O:28])=[CH:18][C:17]=3[N:29]3[CH2:34][CH2:33][S:32][CH2:31][CH2:30]3)[CH:15]=2)=[O:8])=[CH:4][CH:3]=1.[OH:35]OS([O-])=O.[K+]. Product: [Cl:1][C:2]1[S:6][C:5]([C:7]([NH:9][CH2:10][C:11]2[N:12]=[N:13][N:14]([C:16]3[CH:21]=[CH:20][C:19]([N:22]4[CH:27]=[CH:26][CH:25]=[CH:24][C:23]4=[O:28])=[CH:18][C:17]=3[N:29]3[CH2:34][CH2:33][S:32](=[O:35])[CH2:31][CH2:30]3)[CH:15]=2)=[O:8])=[CH:4][CH:3]=1. The catalyst class is: 24. (3) Reactant: [Cl-].[NH4+:2].[Br:3][C:4]1[C:9]([F:10])=[CH:8][CH:7]=[C:6]([N+:11]([O-])=O)[C:5]=1CN.[CH3:16]O.O. Product: [Br:3][C:4]1[C:9]([F:10])=[CH:8][CH:7]=[C:6]([NH2:11])[C:5]=1[NH:2][CH3:16]. The catalyst class is: 292. (4) Reactant: [ClH:1].Cl.[CH:3]1([CH2:9][CH2:10][O:11][C:12]2[CH:13]=[C:14]([CH:23]=[CH:24][N:25]=2)[C:15]([N:17]2[CH2:22][CH2:21][NH:20][CH2:19][CH2:18]2)=[O:16])[CH2:8][CH2:7][CH2:6][CH2:5][CH2:4]1.[C:26](#[N:28])[CH3:27]. Product: [Cl:1][C:27]1[C:26]([NH:25][C:12]([N:20]2[CH2:21][CH2:22][N:17]([C:15](=[O:16])[C:14]3[CH:23]=[CH:24][N:25]=[C:12]([O:11][CH2:10][CH2:9][CH:3]4[CH2:8][CH2:7][CH2:6][CH2:5][CH2:4]4)[CH:13]=3)[CH2:18][CH2:19]2)=[O:11])=[N:28][CH:14]=[CH:15][N:17]=1. The catalyst class is: 25.